This data is from Reaction yield outcomes from USPTO patents with 853,638 reactions. The task is: Predict the reaction yield, written as a fraction of the theoretical maximum amount of product (1.0 means a 100% yield; for example, 0.34 means a 34% yield). (1) The reactants are CN(C=O)C.Br[C:7]1[CH:8]=[C:9]([C:12]([O:14][CH3:15])=[O:13])[NH:10][CH:11]=1.C([O-])([O-])=O.[Na+].[Na+].[Cl:22][C:23]1[CH:28]=[CH:27][C:26](B(O)O)=[CH:25][CH:24]=1. The catalyst is O.CCOC(C)=O. The product is [Cl:22][C:23]1[CH:28]=[CH:27][C:26]([C:7]2[CH:8]=[C:9]([C:12]([O:14][CH3:15])=[O:13])[NH:10][CH:11]=2)=[CH:25][CH:24]=1. The yield is 0.250. (2) The reactants are C([SiH](CC)CC)C.[CH2:8]([O:10][C:11]([C:13]1[NH:14][CH:15]=[C:16]([C:18](=O)[CH2:19][C:20]2[CH:25]=[CH:24][C:23]([F:26])=[CH:22][CH:21]=2)[CH:17]=1)=[O:12])[CH3:9]. The catalyst is FC(F)(F)C(O)=O. The product is [CH2:8]([O:10][C:11]([C:13]1[NH:14][CH:15]=[C:16]([CH2:18][CH2:19][C:20]2[CH:21]=[CH:22][C:23]([F:26])=[CH:24][CH:25]=2)[CH:17]=1)=[O:12])[CH3:9]. The yield is 0.570.